From a dataset of Forward reaction prediction with 1.9M reactions from USPTO patents (1976-2016). Predict the product of the given reaction. Given the reactants [N:1]1([CH2:10][C:11]2[CH:19]=[CH:18][C:14]([C:15]([OH:17])=O)=[CH:13][CH:12]=2)[C:5]2[CH:6]=[CH:7][CH:8]=[CH:9][C:4]=2[N:3]=[CH:2]1.C1CN([P+](O[N:37]2N=[N:44][C:39]3[CH:40]=[CH:41][CH:42]=[CH:43][C:38]2=3)(N2CCCC2)N2CCCC2)CC1.F[P-](F)(F)(F)(F)F.C1(N)C=CC=CC=1N.CCN(CC)CC, predict the reaction product. The product is: [N:1]1([CH2:10][C:11]2[CH:12]=[CH:13][C:14]([C:15]([NH:37][C:38]3[CH:43]=[CH:42][CH:41]=[CH:40][C:39]=3[NH2:44])=[O:17])=[CH:18][CH:19]=2)[C:5]2[CH:6]=[CH:7][CH:8]=[CH:9][C:4]=2[N:3]=[CH:2]1.